From a dataset of Forward reaction prediction with 1.9M reactions from USPTO patents (1976-2016). Predict the product of the given reaction. Given the reactants [CH3:1][C:2]1[N:7]=[C:6]([N:8]2[C:12]([OH:13])=[C:11]3[CH2:14][CH2:15][CH2:16][C:10]3=[N:9]2)[CH:5]=[CH:4][CH:3]=1.C(N(CC)CC)C.[F:24][C:25]([F:38])([F:37])[S:26](O[S:26]([C:25]([F:38])([F:37])[F:24])(=[O:28])=[O:27])(=[O:28])=[O:27], predict the reaction product. The product is: [CH3:1][C:2]1[N:7]=[C:6]([N:8]2[C:12]([O:13][S:26]([C:25]([F:38])([F:37])[F:24])(=[O:28])=[O:27])=[C:11]3[CH2:14][CH2:15][CH2:16][C:10]3=[N:9]2)[CH:5]=[CH:4][CH:3]=1.